Task: Predict the product of the given reaction.. Dataset: Forward reaction prediction with 1.9M reactions from USPTO patents (1976-2016) (1) Given the reactants [CH3:1][O:2][CH:3]([O:14][CH3:15])[C:4]1[CH:9]=[CH:8][C:7]([CH:10]=O)=[CH:6][C:5]=1[O:12][CH3:13].[C:16](O[K])([CH3:19])([CH3:18])[CH3:17], predict the reaction product. The product is: [CH3:1][O:2][CH:3]([O:14][CH3:15])[C:4]1[CH:9]=[CH:8][C:7](/[CH:10]=[CH:17]/[C:16]2[CH:19]=[CH:9][C:4]([C:3]([O:2][CH3:1])=[O:14])=[CH:5][CH:18]=2)=[CH:6][C:5]=1[O:12][CH3:13]. (2) Given the reactants [F:1][C:2]1[C:7]([C:8]2[CH:9]=[C:10]([C@:14]34[CH2:22][NH:21][CH2:20][C@H:19]3[CH2:18][S:17][C:16]([NH:23][C:24](=[O:30])[O:25][C:26]([CH3:29])([CH3:28])[CH3:27])=[N:15]4)[CH:11]=[CH:12][CH:13]=2)=[CH:6][CH:5]=[CH:4][N:3]=1.[F:31][C:32]1[CH:37]=[CH:36][C:35](B(O)O)=[CH:34][CH:33]=1.C(N(CC)CC)C, predict the reaction product. The product is: [F:31][C:32]1[CH:37]=[CH:36][C:35]([N:21]2[CH2:20][C@@H:19]3[C@@:14]([C:10]4[CH:11]=[CH:12][CH:13]=[C:8]([C:7]5[C:2]([F:1])=[N:3][CH:4]=[CH:5][CH:6]=5)[CH:9]=4)([N:15]=[C:16]([NH:23][C:24](=[O:30])[O:25][C:26]([CH3:27])([CH3:29])[CH3:28])[S:17][CH2:18]3)[CH2:22]2)=[CH:34][CH:33]=1. (3) Given the reactants [CH:1]([C@H:4]1[N:10]([C:11]([C:13]2([CH3:17])[CH2:16][CH2:15][CH2:14]2)=[O:12])[CH2:9][C:8]2[CH:18]=[CH:19][C:20]([C:22]([O:24]C)=O)=[CH:21][C:7]=2[O:6][CH2:5]1)([CH3:3])[CH3:2].[NH2:26][OH:27].[OH-].[Na+], predict the reaction product. The product is: [OH:27][NH:26][C:22]([C:20]1[CH:19]=[CH:18][C:8]2[CH2:9][N:10]([C:11]([C:13]3([CH3:17])[CH2:16][CH2:15][CH2:14]3)=[O:12])[C@H:4]([CH:1]([CH3:3])[CH3:2])[CH2:5][O:6][C:7]=2[CH:21]=1)=[O:24]. (4) The product is: [ClH:16].[O:4]1[C:5]2[C:6](=[N:7][CH:8]=[CH:9][CH:10]=2)[C:2](=[O:1])[CH2:3]1. Given the reactants [OH:1][C:2]1[C:6]2=[N:7][CH:8]=[CH:9][CH:10]=[C:5]2[O:4][C:3]=1C(OCC)=O.[ClH:16], predict the reaction product. (5) Given the reactants BrC1C=CC(F)=C2C=1CC[C@H:6]2[O:12]C1C=CC2[C@H](CC(O)=O)COC=2C=1.FC1[CH:28]=[CH:29][C:30]([B:50]2[O:54][C:53]([CH3:56])([CH3:55])[C:52]([CH3:58])([CH3:57])[O:51]2)=[C:31]2[C:35]=1[C@H:34]([O:36][C:37]1[CH:49]=[CH:48][C:40]3[C@H](CC(O)=O)COC=3C=1)[CH2:33][CH2:32]2.B(O)O, predict the reaction product. The product is: [CH3:32][C:31]1[CH:35]=[C:34]([CH:33]=[C:29]([CH3:28])[C:30]=1[B:50]1[O:51][C:52]([CH3:57])([CH3:58])[C:53]([CH3:55])([CH3:56])[O:54]1)[O:36][CH2:37][CH2:49][CH:48]([CH3:40])[CH2:6][OH:12]. (6) The product is: [C:1]([N:5]1[CH2:37][CH2:36][CH2:35][CH2:34][C:8]2[C:9]([Br:48])=[C:10]3[C:19]4[CH:18]=[C:17]([C@@H:20]5[O:24][C:23]([CH3:26])([CH3:25])[O:22][C@H:21]5[C:27]([O:29][CH2:30][CH3:31])=[O:28])[C:16]([O:32][CH3:33])=[CH:15][C:14]=4[CH2:13][CH2:12][N:11]3[C:7]=2[C:6]1=[O:40])([CH3:4])([CH3:3])[CH3:2]. Given the reactants [C:1]([N:5]1[CH2:37][CH2:36][C:35](C)(C)[CH2:34][C:8]2[CH:9]=[C:10]3[C:19]4[CH:18]=[C:17]([C@@H:20]5[O:24][C:23]([CH3:26])([CH3:25])[O:22][C@H:21]5[C:27]([O:29][CH2:30][CH3:31])=[O:28])[C:16]([O:32][CH3:33])=[CH:15][C:14]=4[CH2:13][CH2:12][N:11]3[C:7]=2[C:6]1=[O:40])([CH3:4])([CH3:3])[CH3:2].C1C(=O)N([Br:48])C(=O)C1.O, predict the reaction product. (7) Given the reactants [C:1]([C:3]([C:6]1[CH:7]=[C:8]([CH:28]=[CH:29][CH:30]=1)[C:9]([NH:11][C:12]1[CH:17]=[CH:16][CH:15]=[C:14]([O:18][C:19]2[CH:24]=[CH:23][C:22]([N+:25]([O-])=O)=[CH:21][CH:20]=2)[CH:13]=1)=[O:10])([CH3:5])[CH3:4])#[N:2], predict the reaction product. The product is: [NH2:25][C:22]1[CH:23]=[CH:24][C:19]([O:18][C:14]2[CH:13]=[C:12]([NH:11][C:9](=[O:10])[C:8]3[CH:28]=[CH:29][CH:30]=[C:6]([C:3]([C:1]#[N:2])([CH3:5])[CH3:4])[CH:7]=3)[CH:17]=[CH:16][CH:15]=2)=[CH:20][CH:21]=1.